Dataset: Full USPTO retrosynthesis dataset with 1.9M reactions from patents (1976-2016). Task: Predict the reactants needed to synthesize the given product. (1) Given the product [NH2:1][C:2]1[C:7]2=[C:8]([C:13]3[CH:18]=[CH:17][C:16]([NH:19][C:20]([NH:22][C:23]4[CH:28]=[C:27]([C:29]([F:32])([F:31])[F:30])[CH:26]=[CH:25][N:24]=4)=[O:21])=[CH:15][CH:14]=3)[C:9]([CH2:11][CH3:12])=[CH:10][N:6]2[N:5]=[CH:4][N:3]=1, predict the reactants needed to synthesize it. The reactants are: [NH2:1][C:2]1[C:7]2=[C:8]([C:13]3[CH:18]=[CH:17][C:16]([NH:19][C:20]([NH:22][C:23]4[CH:28]=[C:27]([C:29]([F:32])([F:31])[F:30])[CH:26]=[CH:25][N:24]=4)=[O:21])=[CH:15][CH:14]=3)[C:9]([CH:11]=[CH2:12])=[CH:10][N:6]2[N:5]=[CH:4][N:3]=1.C(O)(=O)C. (2) Given the product [F:27][C:2]([F:1])([F:26])[C:3]1[CH:4]=[C:5]([C:13]2[N:17]=[CH:16][N:15](/[CH:18]=[CH:19]\[C:20]([OH:22])=[O:21])[N:14]=2)[CH:6]=[C:7]([C:9]([F:10])([F:11])[F:12])[CH:8]=1, predict the reactants needed to synthesize it. The reactants are: [F:1][C:2]([F:27])([F:26])[C:3]1[CH:4]=[C:5]([C:13]2[N:17]=[CH:16][N:15](/[CH:18]=[CH:19]\[C:20]([O:22]C(C)C)=[O:21])[N:14]=2)[CH:6]=[C:7]([C:9]([F:12])([F:11])[F:10])[CH:8]=1.[Li+].[OH-].Cl. (3) Given the product [CH3:1][C:2]1[N:7]=[C:6]2[S:8][C:9]3[CH2:13][CH2:12][CH2:11][C:10]=3[C:5]2=[C:4]([C:14]2[CH:15]=[CH:16][CH:17]=[CH:18][CH:19]=2)[C:3]=1[CH:20]([CH2:25][CH2:26][CH3:27])[C:21]([OH:23])=[O:22], predict the reactants needed to synthesize it. The reactants are: [CH3:1][C:2]1[N:7]=[C:6]2[S:8][C:9]3[CH2:13][CH2:12][CH2:11][C:10]=3[C:5]2=[C:4]([C:14]2[CH:19]=[CH:18][CH:17]=[CH:16][CH:15]=2)[C:3]=1[CH:20]([CH2:25][CH2:26][CH3:27])[C:21]([O:23]C)=[O:22].[O-2].[Li+].[Li+].Cl.